Dataset: Full USPTO retrosynthesis dataset with 1.9M reactions from patents (1976-2016). Task: Predict the reactants needed to synthesize the given product. (1) Given the product [Cl:3][C:4]1[C:5]([F:34])=[C:6]([NH:10][C:11]2[C:20]3[C:15](=[CH:16][C:17]([O:32][CH3:33])=[C:18]([O:21][C@@H:22]4[CH2:26][N:25]([CH3:27])[C@@H:24]([C:28]([OH:30])=[O:29])[CH2:23]4)[CH:19]=3)[N:14]=[CH:13][N:12]=2)[CH:7]=[CH:8][CH:9]=1, predict the reactants needed to synthesize it. The reactants are: [OH-].[Na+].[Cl:3][C:4]1[C:5]([F:34])=[C:6]([NH:10][C:11]2[C:20]3[C:15](=[CH:16][C:17]([O:32][CH3:33])=[C:18]([O:21][C@@H:22]4[CH2:26][N:25]([CH3:27])[C@@H:24]([C:28]([O:30]C)=[O:29])[CH2:23]4)[CH:19]=3)[N:14]=[CH:13][N:12]=2)[CH:7]=[CH:8][CH:9]=1. (2) Given the product [Br:18][C:19]1[C:27]2[C:22](=[CH:23][C:24]([N+:28]([O-:30])=[O:29])=[CH:25][CH:26]=2)[N:21]([CH3:12])[CH:20]=1, predict the reactants needed to synthesize it. The reactants are: C[Si](C)(C)[N-][Si](C)(C)C.[Li+].O1CCC[CH2:12]1.CI.[Br:18][C:19]1[C:27]2[C:22](=[CH:23][C:24]([N+:28]([O-:30])=[O:29])=[CH:25][CH:26]=2)[NH:21][CH:20]=1.